From a dataset of Catalyst prediction with 721,799 reactions and 888 catalyst types from USPTO. Predict which catalyst facilitates the given reaction. (1) Reactant: O1CCCC1.[C:6]1([CH3:23])[CH:11]=[CH:10][C:9]([O:12][C:13]2[S:17][C:16]([CH2:18][C:19](Cl)=[N:20][OH:21])=[CH:15][CH:14]=2)=[CH:8][CH:7]=1.[C:24]([C:26]1[C:27]([NH2:33])=[N:28][C:29]([NH2:32])=[CH:30][CH:31]=1)#[CH:25].C(N(CC)CC)C. Product: [C:6]1([CH3:23])[CH:11]=[CH:10][C:9]([O:12][C:13]2[S:17][C:16]([CH2:18][C:19]3[CH:25]=[C:24]([C:26]4[C:27]([NH2:33])=[N:28][C:29]([NH2:32])=[CH:30][CH:31]=4)[O:21][N:20]=3)=[CH:15][CH:14]=2)=[CH:8][CH:7]=1. The catalyst class is: 6. (2) Reactant: [H-].[Na+].[CH2:3]1[O:11][C:10]2[CH:9]=[CH:8][C:7]([CH2:12][CH2:13][C:14]([O:16][CH2:17][CH3:18])=[O:15])=[CH:6][C:5]=2[O:4]1.[CH:19](OCC)=[O:20]. Product: [CH:19]([CH:13]([CH2:12][C:7]1[CH:8]=[CH:9][C:10]2[O:11][CH2:3][O:4][C:5]=2[CH:6]=1)[C:14]([O:16][CH2:17][CH3:18])=[O:15])=[O:20]. The catalyst class is: 7. (3) Reactant: [C:1]([O:5][C:6]([NH:8][CH2:9][C:10]1[CH:11]=[C:12]([C:17]2[S:18][C:19]([CH:39]=[CH2:40])=[C:20]([C:22]([NH:24][C:25]3[CH:30]=[CH:29][CH:28]=[CH:27][C:26]=3[CH2:31][C:32]([O:34][C:35]([CH3:38])([CH3:37])[CH3:36])=[O:33])=[O:23])[N:21]=2)[CH:13]=[C:14]([F:16])[CH:15]=1)=[O:7])([CH3:4])([CH3:3])[CH3:2]. Product: [C:1]([O:5][C:6]([NH:8][CH2:9][C:10]1[CH:11]=[C:12]([C:17]2[S:18][C:19]([CH2:39][CH3:40])=[C:20]([C:22]([NH:24][C:25]3[CH:30]=[CH:29][CH:28]=[CH:27][C:26]=3[CH2:31][C:32]([O:34][C:35]([CH3:38])([CH3:37])[CH3:36])=[O:33])=[O:23])[N:21]=2)[CH:13]=[C:14]([F:16])[CH:15]=1)=[O:7])([CH3:4])([CH3:3])[CH3:2]. The catalyst class is: 25. (4) Reactant: [Cl:1][C:2]1[C:3]([CH:11]([CH3:13])[CH3:12])=[N:4][NH:5][C:6]=1[C:7]([F:10])([F:9])[F:8].C([O-])([O-])=O.[K+].[K+].[Cl:20][C:21]1[CH:26]=[CH:25][C:24]([N:27]2[CH2:32][CH2:31][N:30]([C:33](=[O:35])[CH3:34])[CH2:29][CH2:28]2)=[CH:23][C:22]=1[O:36][CH3:37].CN(C=O)C. Product: [Cl:1][C:2]1[C:3]([CH:11]([CH3:13])[CH3:12])=[N:4][N:5]([CH2:34][C:33]([N:30]2[CH2:29][CH2:28][N:27]([C:24]3[CH:25]=[CH:26][C:21]([Cl:20])=[C:22]([O:36][CH3:37])[CH:23]=3)[CH2:32][CH2:31]2)=[O:35])[C:6]=1[C:7]([F:8])([F:10])[F:9]. The catalyst class is: 195. (5) Reactant: [Cl:1][C:2]1[NH:3][C:4]([C:11]2[CH:16]=[CH:15][CH:14]=[CH:13][CH:12]=2)=[CH:5][C:6]=1[C:7]([O:9][CH3:10])=[O:8].[H-].[Na+].[CH2:19](Br)[C:20]1[CH:25]=[CH:24][CH:23]=[CH:22][CH:21]=1.O. Product: [CH2:19]([N:3]1[C:4]([C:11]2[CH:16]=[CH:15][CH:14]=[CH:13][CH:12]=2)=[CH:5][C:6]([C:7]([O:9][CH3:10])=[O:8])=[C:2]1[Cl:1])[C:20]1[CH:25]=[CH:24][CH:23]=[CH:22][CH:21]=1. The catalyst class is: 3. (6) Reactant: [CH2:1]([O:8][C:9]([C:11]1[C:19]2[C:14](=[CH:15][CH:16]=[C:17]([CH2:20][CH2:21]OS(C)(=O)=O)[CH:18]=2)[NH:13][C:12]=1[CH3:27])=[O:10])[C:2]1[CH:7]=[CH:6][CH:5]=[CH:4][CH:3]=1.[CH2:28]([NH:32][CH2:33][CH:34]([CH3:36])[CH3:35])[CH:29]([CH3:31])[CH3:30]. Product: [CH2:1]([O:8][C:9]([C:11]1[C:19]2[C:14](=[CH:15][CH:16]=[C:17]([CH2:20][CH2:21][N:32]([CH2:33][CH:34]([CH3:36])[CH3:35])[CH2:28][CH:29]([CH3:31])[CH3:30])[CH:18]=2)[NH:13][C:12]=1[CH3:27])=[O:10])[C:2]1[CH:7]=[CH:6][CH:5]=[CH:4][CH:3]=1. The catalyst class is: 12. (7) Reactant: C[O:2][C:3](=[O:21])[C:4]1[CH:9]=[CH:8][C:7]([C:10]([O:12][CH2:13][C:14]2[CH:19]=[CH:18][CH:17]=[CH:16][CH:15]=2)=[O:11])=[C:6]([CH3:20])[CH:5]=1.O1CCCC1.O.[OH-].[Li+].Cl. Product: [CH2:13]([O:12][C:10]([C:7]1[CH:8]=[CH:9][C:4]([C:3]([OH:21])=[O:2])=[CH:5][C:6]=1[CH3:20])=[O:11])[C:14]1[CH:15]=[CH:16][CH:17]=[CH:18][CH:19]=1. The catalyst class is: 6. (8) Reactant: [C:1]([N:5]1[C:9]([C:10]2[CH:15]=[CH:14][C:13]([F:16])=[CH:12][CH:11]=2)=[C:8]([C:17]2[S:18][CH:19]=[C:20]([CH2:22]C(O)=O)[N:21]=2)[CH:7]=[N:6]1)([CH3:4])([CH3:3])[CH3:2].C1(P([N:40]=[N+]=[N-])(C2C=CC=CC=2)=O)C=CC=CC=1.[C:43]([OH:47])(C)(C)C.[OH2:48]. Product: [C:1]([N:5]1[C:9]([C:10]2[CH:15]=[CH:14][C:13]([F:16])=[CH:12][CH:11]=2)=[C:8]([C:17]2[S:18][CH:19]=[C:20]([CH2:22][NH:40][C:43](=[O:47])[OH:48])[N:21]=2)[CH:7]=[N:6]1)([CH3:4])([CH3:3])[CH3:2]. The catalyst class is: 11.